From a dataset of Full USPTO retrosynthesis dataset with 1.9M reactions from patents (1976-2016). Predict the reactants needed to synthesize the given product. (1) Given the product [CH2:1]([OH:23])[C@H:2]1[O:7][C@H:6]([O:8][CH2:9][C@@H:10]([OH:19])[C@@H:11]([OH:18])[C@H:12]([OH:17])[CH:13]([OH:16])[CH2:14][OH:15])[C@H:5]([OH:20])[C@@H:4]([OH:21])[C@@H:3]1[OH:22].[CH2:24]([OH:46])[C@H:25]1[O:30][C@H:29]([O:31][CH2:32][C@H:33]2[O:42][C:36]([OH:39])([CH2:37][OH:38])[C@@H:35]([OH:40])[C@@H:34]2[OH:41])[C@H:28]([OH:43])[C@@H:27]([OH:44])[C@@H:26]1[OH:45], predict the reactants needed to synthesize it. The reactants are: [CH2:1]([OH:23])[C@H:2]1[O:7][C@H:6]([O:8][CH2:9][C@@H:10]([OH:19])[C@@H:11]([OH:18])[C@H:12]([OH:17])[CH:13]([OH:16])[CH2:14][OH:15])[C@H:5]([OH:20])[C@@H:4]([OH:21])[C@@H:3]1[OH:22].[CH2:24]([OH:46])[C@H:25]1[O:30][C@H:29]([O:31][CH2:32][C@@H:33]([OH:42])[C@@H:34]([OH:41])[C@H:35]([OH:40])[C@H:36]([OH:39])[CH2:37][OH:38])[C@H:28]([OH:43])[C@@H:27]([OH:44])[C@@H:26]1[OH:45]. (2) Given the product [NH2:59][C:44]1([C:42]([NH:41][CH:15]([C:12]2[CH:11]=[CH:10][C:9]([Cl:8])=[CH:14][CH:13]=2)[CH2:16][C:17]2[NH:21][CH:20]=[CH:19][N:18]=2)=[O:43])[CH2:49][CH2:48][N:47]([C:50]2[C:51]3[CH:58]=[CH:57][NH:56][C:52]=3[N:53]=[CH:54][N:55]=2)[CH2:46][CH2:45]1, predict the reactants needed to synthesize it. The reactants are: FC(F)(F)C(O)=O.[Cl:8][C:9]1[CH:14]=[CH:13][C:12]([CH:15]([NH:41][C:42]([C:44]2([NH:59]C(=O)OC(C)(C)C)[CH2:49][CH2:48][N:47]([C:50]3[C:51]4[CH:58]=[CH:57][NH:56][C:52]=4[N:53]=[CH:54][N:55]=3)[CH2:46][CH2:45]2)=[O:43])[CH2:16][C:17]2[N:18](C(C3C=CC=CC=3)(C3C=CC=CC=3)C3C=CC=CC=3)[CH:19]=[CH:20][N:21]=2)=[CH:11][CH:10]=1. (3) Given the product [CH3:30][N:17]([C:18]1[CH:23]=[CH:22][N:21]=[C:20]([C:24]2[CH:25]=[CH:26][CH:27]=[CH:28][CH:29]=2)[N:19]=1)[C:15]1[CH:14]=[CH:13][N:12]=[C:11]([NH:9][CH2:8][CH2:7][N:4]2[CH2:5][CH2:6][O:1][CH2:2][CH2:3]2)[N:16]=1, predict the reactants needed to synthesize it. The reactants are: [O:1]1[CH2:6][CH2:5][N:4]([CH2:7][CH2:8][NH2:9])[CH2:3][CH2:2]1.F[C:11]1[N:16]=[C:15]([N:17]([CH3:30])[C:18]2[CH:23]=[CH:22][N:21]=[C:20]([C:24]3[CH:29]=[CH:28][CH:27]=[CH:26][CH:25]=3)[N:19]=2)[CH:14]=[CH:13][N:12]=1.C(=O)([O-])[O-].[Cs+].[Cs+]. (4) The reactants are: [NH2:1][C:2]1[CH:3]=[CH:4][CH:5]=[C:6]2[C:11]=1[CH2:10][CH:9]([OH:12])[CH2:8][CH2:7]2.[C:13]1([N:19]=[C:20]=[O:21])[CH:18]=[CH:17][CH:16]=[CH:15][CH:14]=1.C(OC(C)C)(C)C.CCCCCC. Given the product [C:13]1([NH:19][C:20]([NH:1][C:2]2[C:11]3[CH2:10][CH:9]([OH:12])[CH2:8][CH2:7][C:6]=3[CH:5]=[CH:4][CH:3]=2)=[O:21])[CH:18]=[CH:17][CH:16]=[CH:15][CH:14]=1, predict the reactants needed to synthesize it. (5) Given the product [OH:31][C:26]1[CH:25]=[C:24]([CH:29]=[CH:28][C:27]=1[OH:30])[CH2:23][NH:22][C:20](/[C:19](=[CH:8]/[CH:7]=[CH:6]/[C:5]1[CH:10]=[C:11]([N+:14]([O-:16])=[O:15])[C:12]([OH:13])=[C:3]([O:2][CH3:1])[CH:4]=1)/[C:17]#[N:18])=[O:21], predict the reactants needed to synthesize it. The reactants are: [CH3:1][O:2][C:3]1[CH:4]=[C:5]([CH:10]=[C:11]([N+:14]([O-:16])=[O:15])[C:12]=1[OH:13])[CH:6]=[CH:7][CH:8]=O.[C:17]([CH2:19][C:20]([N-:22][CH2:23][C:24]1[CH:29]=[CH:28][C:27]([OH:30])=[C:26]([OH:31])[CH:25]=1)=[O:21])#[N:18]. (6) Given the product [N:24]1[CH:25]=[CH:26][CH:27]=[C:22]([C:10]2[CH2:9][CH:8]([C:3]3[CH:4]=[CH:5][CH:6]=[CH:7][C:2]=3[OH:1])[N:12]([C:13]([C:15]3[S:19][C:18]([C:20]4[N:28]=[N:29][NH:30][N:21]=4)=[CH:17][CH:16]=3)=[O:14])[N:11]=2)[CH:23]=1, predict the reactants needed to synthesize it. The reactants are: [OH:1][C:2]1[CH:7]=[CH:6][CH:5]=[CH:4][C:3]=1[CH:8]1[N:12]([C:13]([C:15]2[S:19][C:18]([C:20]#[N:21])=[CH:17][CH:16]=2)=[O:14])[N:11]=[C:10]([C:22]2[CH:23]=[N:24][CH:25]=[CH:26][CH:27]=2)[CH2:9]1.[N-:28]=[N+:29]=[N-:30].[Na+].[Cl-].[Cl-].[Cl-].[Al+3]. (7) Given the product [F:1][C:2]1[C:7]2[C:8]([C:18](=[O:21])[NH:19][CH3:20])=[C:9]([C:11]3[CH:16]=[CH:15][C:14]([F:17])=[CH:13][CH:12]=3)[O:10][C:6]=2[CH:5]=[CH:4][C:3]=1[C:22]1[C:23]([CH3:33])=[CH:24][C:25]([O:31][CH3:32])=[C:26]([CH:30]=1)[C:27]([NH:35][C:36]1([C:47]2[N:48]=[CH:49][CH:50]=[CH:51][N:52]=2)[CH2:37][N:38]([C:40]([O:42][C:43]([CH3:46])([CH3:45])[CH3:44])=[O:41])[CH2:39]1)=[O:28], predict the reactants needed to synthesize it. The reactants are: [F:1][C:2]1[C:7]2[C:8]([C:18](=[O:21])[NH:19][CH3:20])=[C:9]([C:11]3[CH:16]=[CH:15][C:14]([F:17])=[CH:13][CH:12]=3)[O:10][C:6]=2[CH:5]=[CH:4][C:3]=1[C:22]1[C:23]([CH3:33])=[CH:24][C:25]([O:31][CH3:32])=[C:26]([CH:30]=1)[C:27](O)=[O:28].Cl.[NH2:35][C:36]1([C:47]2[N:52]=[CH:51][CH:50]=[CH:49][N:48]=2)[CH2:39][N:38]([C:40]([O:42][C:43]([CH3:46])([CH3:45])[CH3:44])=[O:41])[CH2:37]1.C1CN([P+](ON2N=NC3C=CC=CC2=3)(N2CCCC2)N2CCCC2)CC1.F[P-](F)(F)(F)(F)F.C(N(CC)CC)C. (8) Given the product [C:1]([O:5][C:6]([NH:8][C@@H:9]1[CH2:14][C:13]([C:15]([O:17][CH3:27])=[O:16])=[CH:12][CH2:11][C@H:10]1[C:18]1[CH:23]=[C:22]([F:24])[C:21]([F:25])=[CH:20][C:19]=1[F:26])=[O:7])([CH3:4])([CH3:2])[CH3:3], predict the reactants needed to synthesize it. The reactants are: [C:1]([O:5][C:6]([NH:8][C@@H:9]1[CH2:14][C:13]([C:15]([OH:17])=[O:16])=[CH:12][CH2:11][C@H:10]1[C:18]1[CH:23]=[C:22]([F:24])[C:21]([F:25])=[CH:20][C:19]=1[F:26])=[O:7])([CH3:4])([CH3:3])[CH3:2].[CH3:27][Si](C=[N+]=[N-])(C)C.C(O)(=O)C. (9) Given the product [C:25]([C:6]1[CH:5]=[CH:4][C:12]2[CH:11]=[C:10]([B:13]([OH:14])[OH:15])[S:9][C:8]=2[CH:7]=1)([OH:27])=[O:26], predict the reactants needed to synthesize it. The reactants are: C([C:4]1[C:12]2[CH:11]=[C:10]([B:13]([OH:15])[OH:14])[S:9][C:8]=2[CH:7]=[CH:6][CH:5]=1)(O)=O.S1C=CC2C=CC([C:25]([OH:27])=[O:26])=CC1=2.